This data is from Reaction yield outcomes from USPTO patents with 853,638 reactions. The task is: Predict the reaction yield, written as a fraction of the theoretical maximum amount of product (1.0 means a 100% yield; for example, 0.34 means a 34% yield). (1) The reactants are [F:1][C:2]1[CH:7]=[CH:6][C:5]([C@@H:8]2[CH2:13][C@H:12]([O:14]S(C)(=O)=O)[CH2:11][CH2:10][N:9]2[C:19]([O:21][C:22]([CH3:25])([CH3:24])[CH3:23])=[O:20])=[CH:4][CH:3]=1.[C:26]([O-])(=[O:28])[CH3:27].[Na+]. The catalyst is CS(C)=O.C(OCC)(=O)C. The product is [C:26]([O:14][C@@H:12]1[CH2:11][CH2:10][N:9]([C:19]([O:21][C:22]([CH3:25])([CH3:24])[CH3:23])=[O:20])[C@@H:8]([C:5]2[CH:6]=[CH:7][C:2]([F:1])=[CH:3][CH:4]=2)[CH2:13]1)(=[O:28])[CH3:27]. The yield is 0.490. (2) The reactants are [Cl:1][C:2]1[CH:7]=[CH:6][C:5]([S:8][CH2:9][CH2:10][C:11](O)=[O:12])=[C:4]([NH:14][S:15]([C:18]2[CH:23]=[CH:22][C:21]([Cl:24])=[CH:20][C:19]=2[F:25])(=[O:17])=[O:16])[CH:3]=1.[CH3:26][CH2:27][N:28]=[C:29]=NCCCN(C)C.Cl.C1C=CC2N(O)N=NC=2C=1.O.CNCC. The catalyst is CN(C=O)C.Cl. The product is [Cl:1][C:2]1[CH:7]=[CH:6][C:5]([S:8][CH2:9][CH2:10][C:11]([N:28]([CH2:27][CH3:26])[CH3:29])=[O:12])=[C:4]([NH:14][S:15]([C:18]2[CH:23]=[CH:22][C:21]([Cl:24])=[CH:20][C:19]=2[F:25])(=[O:17])=[O:16])[CH:3]=1. The yield is 0.830. (3) The reactants are C(O)C.Cl[C:5]1[C:10]([Cl:11])=[N:9][CH:8]=[CH:7][N:6]=1.Cl.[CH2:13]([O:15][C:16](=[O:19])[CH2:17][NH2:18])[CH3:14]. The catalyst is C(N(CC)CC)C. The product is [Cl:11][C:10]1[C:5]([NH:18][CH2:17][C:16]([O:15][CH2:13][CH3:14])=[O:19])=[N:6][CH:7]=[CH:8][N:9]=1. The yield is 0.150.